The task is: Predict the product of the given reaction.. This data is from Forward reaction prediction with 1.9M reactions from USPTO patents (1976-2016). Given the reactants [C:1]1([C:7]2([C:13]#[N:14])[CH2:12][CH2:11][CH2:10][CH2:9][CH2:8]2)[CH:6]=[CH:5][CH:4]=[CH:3][CH:2]=1.[H-].[Al+3].[Li+].[H-].[H-].[H-], predict the reaction product. The product is: [C:1]1([C:7]2([CH2:13][NH2:14])[CH2:12][CH2:11][CH2:10][CH2:9][CH2:8]2)[CH:6]=[CH:5][CH:4]=[CH:3][CH:2]=1.